This data is from Peptide-MHC class I binding affinity with 185,985 pairs from IEDB/IMGT. The task is: Regression. Given a peptide amino acid sequence and an MHC pseudo amino acid sequence, predict their binding affinity value. This is MHC class I binding data. (1) The peptide sequence is KLFAAETLK. The MHC is HLA-A02:03 with pseudo-sequence HLA-A02:03. The binding affinity (normalized) is 0.230. (2) The peptide sequence is GGILFHLPF. The MHC is H-2-Db with pseudo-sequence H-2-Db. The binding affinity (normalized) is 0. (3) The peptide sequence is WAPEGDIRL. The MHC is HLA-B08:01 with pseudo-sequence HLA-B08:01. The binding affinity (normalized) is 0.0847. (4) The peptide sequence is FVRSSPANF. The MHC is HLA-B40:01 with pseudo-sequence HLA-B40:01. The binding affinity (normalized) is 0.0847. (5) The peptide sequence is EETFKLSYGI. The MHC is HLA-B44:03 with pseudo-sequence HLA-B44:03. The binding affinity (normalized) is 0.550.